From a dataset of Reaction yield outcomes from USPTO patents with 853,638 reactions. Predict the reaction yield, written as a fraction of the theoretical maximum amount of product (1.0 means a 100% yield; for example, 0.34 means a 34% yield). (1) The reactants are [CH3:1][O:2][C:3]1[CH:8]=[CH:7][C:6]([NH2:9])=[CH:5][CH:4]=1.C(N(CC)CC)C.[C:17](Cl)(=[O:19])[CH3:18].O. The catalyst is C(Cl)Cl. The product is [CH3:1][O:2][C:3]1[CH:8]=[CH:7][C:6]([NH:9][C:17](=[O:19])[CH3:18])=[CH:5][CH:4]=1. The yield is 0.900. (2) The reactants are [N+:1]([C:4]1[CH:9]=[CH:8][CH:7]=[CH:6][C:5]=1[S:10](Cl)(=[O:12])=[O:11])([O-:3])=[O:2].[CH:14]([NH2:17])([CH3:16])[CH3:15].CCN(CC)CC. The catalyst is CO. The product is [CH:14]([NH:17][S:10]([C:5]1[CH:6]=[CH:7][CH:8]=[CH:9][C:4]=1[N+:1]([O-:3])=[O:2])(=[O:12])=[O:11])([CH3:16])[CH3:15]. The yield is 0.630. (3) The reactants are [Cl:1][C:2]1[CH:9]=[CH:8][C:5]([C:6]#[N:7])=[C:4]([O:10][C@@H:11]([C:15]2[CH:20]=[CH:19][CH:18]=[CH:17][CH:16]=2)[CH2:12][CH2:13]Cl)[CH:3]=1.[I-:21].[Na+]. The catalyst is CC(C)=O. The product is [Cl:1][C:2]1[CH:9]=[CH:8][C:5]([C:6]#[N:7])=[C:4]([O:10][C@@H:11]([C:15]2[CH:20]=[CH:19][CH:18]=[CH:17][CH:16]=2)[CH2:12][CH2:13][I:21])[CH:3]=1. The yield is 0.840. (4) The reactants are [CH3:1][O:2][C:3]1[CH:58]=[CH:57][C:6]([CH2:7][N:8]2[C:12]3=[N:13][CH:14]=[CH:15][C:16]([O:17][C:18]4[CH:23]=[CH:22][C:21]([NH:24][C:25]([C:27]5[C:32](=[O:33])[N:31]([C:34]6[CH:39]=[CH:38][C:37]([F:40])=[CH:36][CH:35]=6)[N:30]=[CH:29][CH:28]=5)=[O:26])=[CH:20][C:19]=4[F:41])=[C:11]3[C:10]([N:42]3[CH2:46][CH:45]4[CH2:47][N:48](C(OC(C)(C)C)=O)[CH2:49][CH:44]4[CH2:43]3)=[N:9]2)=[CH:5][CH:4]=1.FC(F)(F)C(O)=O. The catalyst is C(Cl)Cl. The product is [F:41][C:19]1[CH:20]=[C:21]([NH:24][C:25]([C:27]2[C:32](=[O:33])[N:31]([C:34]3[CH:35]=[CH:36][C:37]([F:40])=[CH:38][CH:39]=3)[N:30]=[CH:29][CH:28]=2)=[O:26])[CH:22]=[CH:23][C:18]=1[O:17][C:16]1[CH:15]=[CH:14][N:13]=[C:12]2[N:8]([CH2:7][C:6]3[CH:5]=[CH:4][C:3]([O:2][CH3:1])=[CH:58][CH:57]=3)[N:9]=[C:10]([N:42]3[CH2:46][CH:45]4[CH:44]([CH2:49][NH:48][CH2:47]4)[CH2:43]3)[C:11]=12. The yield is 0.372. (5) The reactants are CS(O[CH2:6][C@H:7]1[CH2:12][CH2:11][C@@H:10]([NH:13][C:14]([O:16][C:17]([CH3:20])([CH3:19])[CH3:18])=[O:15])[CH2:9][CH2:8]1)(=O)=O.CCN(C(C)C)C(C)C.[F:30][C:31]([F:40])([F:39])[C:32]1[CH:33]=[C:34]([SH:38])[CH:35]=[CH:36][CH:37]=1. The catalyst is CC#N. The product is [F:40][C:31]([F:30])([F:39])[C:32]1[CH:33]=[C:34]([S:38][CH2:6][C@@H:7]2[CH2:8][CH2:9][C@H:10]([NH:13][C:14](=[O:15])[O:16][C:17]([CH3:18])([CH3:19])[CH3:20])[CH2:11][CH2:12]2)[CH:35]=[CH:36][CH:37]=1. The yield is 0.830. (6) The reactants are [CH:1]1[C:13]2[CH:12]([CH2:14][OH:15])[C:11]3[C:6](=[CH:7][CH:8]=[CH:9][CH:10]=3)[C:5]=2[CH:4]=[CH:3][CH:2]=1.Cl[S:17]([N:20]=[C:21]=[O:22])(=[O:19])=[O:18].[CH3:23][O:24][CH:25]([O:28][CH3:29])[CH2:26][NH2:27].CN1CCOCC1.P(=O)(O)(O)O. The catalyst is C(Cl)Cl.CCCCCCC.CCOC(C)=O.O. The product is [CH3:23][O:24][CH:25]([O:28][CH3:29])[CH2:26][NH:27][S:17]([NH:20][C:21](=[O:22])[O:15][CH2:14][CH:12]1[C:13]2[CH:1]=[CH:2][CH:3]=[CH:4][C:5]=2[C:6]2[C:11]1=[CH:10][CH:9]=[CH:8][CH:7]=2)(=[O:19])=[O:18]. The yield is 0.880. (7) The reactants are C([N:8]1[CH2:13][CH2:12][N:11]2[CH2:14][C@H:15]([CH2:18][N:19]3[C:27]4[C:22](=[CH:23][C:24]([F:28])=[CH:25][CH:26]=4)[CH:21]=[CH:20]3)[CH2:16][CH2:17][C@H:10]2[CH2:9]1)(OC(C)(C)C)=O.O. The catalyst is FC(F)(F)C(O)=O. The product is [F:28][C:24]1[CH:23]=[C:22]2[C:27](=[CH:26][CH:25]=1)[N:19]([CH2:18][C@H:15]1[CH2:14][N:11]3[CH2:12][CH2:13][NH:8][CH2:9][C@@H:10]3[CH2:17][CH2:16]1)[CH:20]=[CH:21]2. The yield is 0.900. (8) The reactants are NCCC(O)=O.[Br:7][C:8]1[N:13]=[C:12]([CH:14]=O)[CH:11]=[CH:10][CH:9]=1.[C:16]([CH2:18][C:19]([NH:21][CH:22]([C:26]1[CH:31]=[CH:30][C:29]([O:32][CH2:33][O:34][CH3:35])=[CH:28][CH:27]=1)[CH2:23][CH2:24][CH3:25])=[O:20])#[N:17]. The catalyst is C(O)C.O.CCOC(C)=O.CCCCCC. The product is [Br:7][C:8]1[N:13]=[C:12](/[CH:14]=[C:18](\[C:16]#[N:17])/[C:19]([NH:21][CH:22]([C:26]2[CH:27]=[CH:28][C:29]([O:32][CH2:33][O:34][CH3:35])=[CH:30][CH:31]=2)[CH2:23][CH2:24][CH3:25])=[O:20])[CH:11]=[CH:10][CH:9]=1. The yield is 0.570.